This data is from Full USPTO retrosynthesis dataset with 1.9M reactions from patents (1976-2016). The task is: Predict the reactants needed to synthesize the given product. (1) Given the product [Cl:9][C:3]1[C:2]2[NH:1][C:20]([CH2:19][C:16]3[CH:15]=[CH:14][C:13]([N+:10]([O-:12])=[O:11])=[CH:18][CH:17]=3)=[N:8][C:7]=2[CH:6]=[CH:5][N:4]=1, predict the reactants needed to synthesize it. The reactants are: [NH2:1][C:2]1[C:3]([Cl:9])=[N:4][CH:5]=[CH:6][C:7]=1[NH2:8].[N+:10]([C:13]1[CH:18]=[CH:17][C:16]([CH2:19][C:20](O)=O)=[CH:15][CH:14]=1)([O-:12])=[O:11].[OH-].[Na+]. (2) Given the product [CH3:18][N:17]([CH2:16][CH2:15][O:14][C:7]1[C:8]2[CH2:9][CH2:10][CH2:11][CH2:12][C:13]=2[C:4]([B:25]([OH:29])[OH:26])=[CH:5][CH:6]=1)[CH3:19], predict the reactants needed to synthesize it. The reactants are: N#N.Br[C:4]1[C:13]2[CH2:12][CH2:11][CH2:10][CH2:9][C:8]=2[C:7]([O:14][CH2:15][CH2:16][N:17]([CH3:19])[CH3:18])=[CH:6][CH:5]=1.C([Li])CCC.[B:25](OCC)([O:29]CC)[O:26]CC. (3) Given the product [CH2:1]([O:3][C:4]([C:6]1[CH:7]=[N:8][N:9]2[C:14]([NH:15][C:16]3[CH:21]=[C:20]([CH3:22])[CH:19]=[CH:18][C:17]=3[F:23])=[C:13]([C:24]([N:41]3[CH2:42][CH2:43][CH:38]([C:29]4[CH:30]=[CH:31][C:32]5[C:37](=[CH:36][CH:35]=[CH:34][CH:33]=5)[CH:28]=4)[CH2:39][CH2:40]3)=[O:26])[CH:12]=[N:11][C:10]=12)=[O:5])[CH3:2], predict the reactants needed to synthesize it. The reactants are: [CH2:1]([O:3][C:4]([C:6]1[CH:7]=[N:8][N:9]2[C:14]([NH:15][C:16]3[CH:21]=[C:20]([CH3:22])[CH:19]=[CH:18][C:17]=3[F:23])=[C:13]([C:24]([OH:26])=O)[CH:12]=[N:11][C:10]=12)=[O:5])[CH3:2].Cl.[CH:28]1[C:37]2[C:32](=[CH:33][CH:34]=[CH:35][CH:36]=2)[CH:31]=[CH:30][C:29]=1[CH:38]1[CH2:43][CH2:42][NH:41][CH2:40][CH2:39]1. (4) The reactants are: I[C:2]1[N:6]2[N:7]=[C:8]([C:11]3[CH:16]=[CH:15][C:14]([C:17]([N:19]4[CH2:24][CH2:23][O:22][CH2:21][CH2:20]4)=[O:18])=[C:13]([O:25][CH3:26])[CH:12]=3)[CH:9]=[CH:10][C:5]2=[N:4][CH:3]=1.[C:27]([C:29]1[CH:34]=[CH:33][C:32](B(O)O)=[CH:31][CH:30]=1)#[N:28].[O-]P([O-])([O-])=O.[K+].[K+].[K+]. Given the product [CH3:26][O:25][C:13]1[CH:12]=[C:11]([C:8]2[CH:9]=[CH:10][C:5]3[N:6]([C:2]([C:32]4[CH:33]=[CH:34][C:29]([C:27]#[N:28])=[CH:30][CH:31]=4)=[CH:3][N:4]=3)[N:7]=2)[CH:16]=[CH:15][C:14]=1[C:17]([N:19]1[CH2:24][CH2:23][O:22][CH2:21][CH2:20]1)=[O:18], predict the reactants needed to synthesize it. (5) The reactants are: [H-].[Na+].[N:3]1([CH2:8][C:9]2[CH:14]=[CH:13][C:12]([OH:15])=[CH:11][CH:10]=2)[CH2:7][CH2:6][CH2:5][CH2:4]1.CS(O[CH:21]1[CH2:24][N:23]([C:25]([O:27][C:28]([CH3:31])([CH3:30])[CH3:29])=[O:26])[CH2:22]1)(=O)=O.O. Given the product [N:3]1([CH2:8][C:9]2[CH:10]=[CH:11][C:12]([O:15][CH:21]3[CH2:22][N:23]([C:25]([O:27][C:28]([CH3:31])([CH3:30])[CH3:29])=[O:26])[CH2:24]3)=[CH:13][CH:14]=2)[CH2:7][CH2:6][CH2:5][CH2:4]1, predict the reactants needed to synthesize it. (6) Given the product [OH:2][CH2:3][C:5]1[CH:6]=[C:7]2[C:11](=[CH:12][CH:13]=1)[C:10](=[O:14])[N:9]([CH3:15])[CH2:8]2, predict the reactants needed to synthesize it. The reactants are: C[O:2][C:3]([C:5]1[CH:6]=[C:7]2[C:11](=[CH:12][CH:13]=1)[C:10](=[O:14])[N:9]([CH3:15])[CH2:8]2)=O.CC(C[AlH]CC(C)C)C.